From a dataset of Reaction yield outcomes from USPTO patents with 853,638 reactions. Predict the reaction yield, written as a fraction of the theoretical maximum amount of product (1.0 means a 100% yield; for example, 0.34 means a 34% yield). (1) The reactants are [CH2:1]([NH:8][C:9]([C:11]1[S:12][CH:13]=[CH:14][C:15]=1[CH3:16])=[O:10])[C:2]1[CH:7]=[CH:6][CH:5]=[CH:4][CH:3]=1.[Br:17]N1C(=O)CCC1=O. The catalyst is C(#N)C. The product is [CH2:1]([NH:8][C:9]([C:11]1[S:12][C:13]([Br:17])=[CH:14][C:15]=1[CH3:16])=[O:10])[C:2]1[CH:3]=[CH:4][CH:5]=[CH:6][CH:7]=1. The yield is 0.690. (2) The reactants are [Cl:1][CH2:2][CH2:3][C:4]([C:6]1[CH:11]=[CH:10][CH:9]=[CH:8][CH:7]=1)=[O:5].[CH2:12]([Mg]Br)[CH:13]=[CH2:14]. The catalyst is C1COCC1. The product is [Cl:1][CH2:2][CH2:3][C:4]([C:6]1[CH:11]=[CH:10][CH:9]=[CH:8][CH:7]=1)([OH:5])[CH2:14][CH:13]=[CH2:12]. The yield is 0.860. (3) The reactants are [OH:1][C:2]1[CH:10]=[CH:9][C:8]([C:11]2[N:12]([C:27]([O:29][C:30]([CH3:33])([CH3:32])[CH3:31])=[O:28])[C:13]3[C:18]([CH:19]=2)=[CH:17][C:16]([CH2:20][N:21]2[CH2:26][CH2:25][CH2:24][CH2:23][CH2:22]2)=[CH:15][CH:14]=3)=[C:7]2[C:3]=1[CH2:4][NH:5][C:6]2=[O:34].C(N(CC)CC)C.[CH3:42][N:43]1[C:48]2[CH:49]=[CH:50][C:51]([S:53](Cl)(=[O:55])=[O:54])=[CH:52][C:47]=2[O:46][CH2:45][CH2:44]1. The catalyst is C(#N)C. The product is [CH3:42][N:43]1[C:48]2[CH:49]=[CH:50][C:51]([S:53]([O:1][C:2]3[CH:10]=[CH:9][C:8]([C:11]4[N:12]([C:27]([O:29][C:30]([CH3:31])([CH3:33])[CH3:32])=[O:28])[C:13]5[C:18]([CH:19]=4)=[CH:17][C:16]([CH2:20][N:21]4[CH2:26][CH2:25][CH2:24][CH2:23][CH2:22]4)=[CH:15][CH:14]=5)=[C:7]4[C:3]=3[CH2:4][NH:5][C:6]4=[O:34])(=[O:55])=[O:54])=[CH:52][C:47]=2[O:46][CH2:45][CH2:44]1. The yield is 0.580. (4) The reactants are [F:1][C:2]1[C:3]([O:20][CH3:21])=[C:4]([C:8]([CH3:19])([CH3:18])[CH2:9][C:10]([OH:17])([C:13]([F:16])([F:15])[F:14])[CH:11]=O)[CH:5]=[CH:6][CH:7]=1.[NH2:22][C:23]1[CH:31]=[CH:30][CH:29]=[C:28]2[C:24]=1[CH:25]=[N:26][NH:27]2.C1(C)C=CC=CC=1. The catalyst is C(O)(=O)C. The product is [F:16][C:13]([F:14])([F:15])[C:10]([CH:11]=[N:22][C:23]1[CH:31]=[CH:30][CH:29]=[C:28]2[C:24]=1[CH:25]=[N:26][NH:27]2)([OH:17])[CH2:9][C:8]([C:4]1[CH:5]=[CH:6][CH:7]=[C:2]([F:1])[C:3]=1[O:20][CH3:21])([CH3:18])[CH3:19]. The yield is 0.735. (5) The reactants are [Cl:1][C:2]1[CH:10]=[CH:9][CH:8]=[C:7]([Cl:11])[C:3]=1[CH:4]=[N:5][OH:6].ClN1C(=O)CCC1=O.[CH:20]1([C:23](=O)[CH2:24][C:25]([O:27][CH2:28][CH3:29])=[O:26])[CH2:22][CH2:21]1.[O-]CC.[Na+]. The catalyst is CN(C)C=O.C1COCC1.O. The product is [CH:20]1([C:23]2[O:6][N:5]=[C:4]([C:3]3[C:2]([Cl:1])=[CH:10][CH:9]=[CH:8][C:7]=3[Cl:11])[C:24]=2[C:25]([O:27][CH2:28][CH3:29])=[O:26])[CH2:22][CH2:21]1. The yield is 0.0800. (6) The reactants are CN1CCOCC1.ON1C2C=CC=CC=2N=N1.Cl.C(N=C=NCCCN(C)C)C.[CH2:30]([N:37]([S:42]([C:45]1[CH:50]=[CH:49][C:48]([O:51][CH3:52])=[CH:47][CH:46]=1)(=[O:44])=[O:43])[CH2:38][C:39](O)=[O:40])[C:31]1[CH:36]=[CH:35][CH:34]=[CH:33][CH:32]=1.[NH2:53][C:54]1[S:55][S:56][C:57](=[S:59])[N:58]=1.Cl. The catalyst is CN(C)C=O. The product is [CH2:30]([N:37]([S:42]([C:45]1[CH:50]=[CH:49][C:48]([O:51][CH3:52])=[CH:47][CH:46]=1)(=[O:44])=[O:43])[CH2:38][C:39]([NH:53][C:54]1[S:55][S:56][C:57](=[S:59])[N:58]=1)=[O:40])[C:31]1[CH:36]=[CH:35][CH:34]=[CH:33][CH:32]=1. The yield is 0.320. (7) The yield is 0.480. The catalyst is C(Cl)(Cl)Cl.CC(O)C.C(Cl)Cl. The reactants are C(OC(=O)[N:7]([C:16]1[S:17][C@:18]2([CH2:32][O:33][CH3:34])[C@H:20]([C@:21]([C:24]3[CH:29]=[CH:28][CH:27]=[C:26]([F:30])[C:25]=3[F:31])([CH3:23])[N:22]=1)[CH2:19]2)COCC[Si](C)(C)C)(C)(C)C.S(=O)(=O)(O)O.[N+:41]([O-])([O-:43])=[O:42].[Na+].[OH-].[Na+]. The product is [F:31][C:25]1[C:26]([F:30])=[CH:27][C:28]([N+:41]([O-:43])=[O:42])=[CH:29][C:24]=1[C@:21]1([CH3:23])[C@H:20]2[C@:18]([CH2:32][O:33][CH3:34])([CH2:19]2)[S:17][C:16]([NH2:7])=[N:22]1. (8) The reactants are [BH4-].[Na+].Br.[Br:4][C:5]1[S:13][C:8]2[CH2:9][NH:10][CH2:11][CH2:12][C:7]=2[CH:6]=1.[C:14](O)(=O)[CH3:15]. The catalyst is O1CCCC1. The product is [Br:4][C:5]1[S:13][C:8]2[CH2:9][N:10]([CH2:14][CH3:15])[CH2:11][CH2:12][C:7]=2[CH:6]=1. The yield is 0.960.